From a dataset of Forward reaction prediction with 1.9M reactions from USPTO patents (1976-2016). Predict the product of the given reaction. Given the reactants C(OC(=O)[NH:10][C@@H:11]([C:17]1[CH:22]=[CH:21][CH:20]=[CH:19][CH:18]=1)[C:12]([N:14]([CH3:16])[CH3:15])=[O:13])C1C=CC=CC=1.C1COCC1, predict the reaction product. The product is: [NH2:10][C@@H:11]([C:17]1[CH:22]=[CH:21][CH:20]=[CH:19][CH:18]=1)[C:12]([N:14]([CH3:16])[CH3:15])=[O:13].